Dataset: Reaction yield outcomes from USPTO patents with 853,638 reactions. Task: Predict the reaction yield, written as a fraction of the theoretical maximum amount of product (1.0 means a 100% yield; for example, 0.34 means a 34% yield). (1) The reactants are [CH3:1][C@@H:2]1[C@:6]23[O:10][C@:9](O)([CH2:11][C:12](=[CH2:13])[C@@H:5]2[CH2:4][CH2:3]1)[C@H:8]([CH:15]([CH3:17])[CH3:16])[CH2:7]3.[Mn]([O-])(=O)(=O)=[O:19].[K+]. The catalyst is C(O)(=O)C. The product is [CH3:16][C:15]1[C:8]2[C:7]([CH:6]=[C:2]([CH3:1])[CH2:3][CH2:4][CH:5]=[C:12]([CH3:13])[CH2:11][C:9]=2[O:10][CH:17]=1)=[O:19]. The yield is 0.610. (2) The catalyst is O. The reactants are [OH:1][C:2]1[CH:3]=[CH:4][C:5]2[S:10][C:9]([C:11]3[CH:16]=[CH:15][CH:14]=[CH:13][N:12]=3)=[N:8][C:7](=[O:17])[C:6]=2[CH:18]=1.[CH2:19](Br)[C:20]1[CH:25]=[CH:24][CH:23]=[CH:22][CH:21]=1.C(=O)([O-])[O-].[K+].[K+].CN(C=O)C. The yield is 0.950. The product is [CH2:19]([O:1][C:2]1[CH:3]=[CH:4][C:5]2[S:10][C:9]([C:11]3[CH:16]=[CH:15][CH:14]=[CH:13][N:12]=3)=[N:8][C:7](=[O:17])[C:6]=2[CH:18]=1)[C:20]1[CH:25]=[CH:24][CH:23]=[CH:22][CH:21]=1. (3) The reactants are [Cl:1][C:2]1[S:6][C:5]([S:7]([NH:10][CH:11]([C:17]2[N:21]([CH2:22][C:23]3[CH:28]=[CH:27][C:26]([O:29]C)=[CH:25][CH:24]=3)[N:20]=[CH:19][CH:18]=2)[CH:12]([CH2:15][CH3:16])[CH2:13][CH3:14])(=[O:9])=[O:8])=[CH:4][CH:3]=1.B(Br)(Br)Br.O. The catalyst is C(Cl)Cl. The product is [Cl:1][C:2]1[S:6][C:5]([S:7]([NH:10][CH:11]([C:17]2[N:21]([CH2:22][C:23]3[CH:24]=[CH:25][C:26]([OH:29])=[CH:27][CH:28]=3)[N:20]=[CH:19][CH:18]=2)[CH:12]([CH2:15][CH3:16])[CH2:13][CH3:14])(=[O:8])=[O:9])=[CH:4][CH:3]=1. The yield is 0.720. (4) The reactants are [C:1]([NH:8][CH2:9][CH2:10][C:11](O)=O)([O:3][C:4]([CH3:7])([CH3:6])[CH3:5])=[O:2].Cl.[CH3:15][NH2:16].CCN=C=NCCCN(C)C.CN(C=[O:32])C. The catalyst is CN(C1C=CN=CC=1)C. The product is [CH3:11][CH:10]([CH2:9][NH:8][C:1]([O:3][C:4]([CH3:5])([CH3:7])[CH3:6])=[O:2])[C:15]([NH2:16])=[O:32]. The yield is 0.810. (5) The reactants are [Br:1][C:2]1[CH:3]=[C:4]2[C:9](=[O:10])[NH:8][CH2:7][CH:6]([CH2:11][C:12](OCC)=[O:13])[N:5]2[CH:17]=1.[H-].[H-].[H-].[H-].[Li+].[Al+3]. The catalyst is C1COCC1. The product is [Br:1][C:2]1[CH:3]=[C:4]2[C:9](=[O:10])[NH:8][CH2:7][CH:6]([CH2:11][CH2:12][OH:13])[N:5]2[CH:17]=1. The yield is 0.930.